Predict the reaction yield, written as a fraction of the theoretical maximum amount of product (1.0 means a 100% yield; for example, 0.34 means a 34% yield). From a dataset of Reaction yield outcomes from USPTO patents with 853,638 reactions. (1) The reactants are [C:1]([C:5]1[N:6]=[C:7]([NH:10]/[C:11](/SC)=[N:12]/[C:13]#[N:14])[S:8][CH:9]=1)([CH3:4])([CH3:3])[CH3:2].[NH2:17][NH2:18]. The catalyst is C(O)C. The product is [C:1]([C:5]1[N:6]=[C:7]([NH:10][C:11]2[N:12]=[C:13]([NH2:14])[NH:18][N:17]=2)[S:8][CH:9]=1)([CH3:4])([CH3:3])[CH3:2]. The yield is 0.470. (2) The reactants are OC(C(F)(F)F)=O.[F:8][C:9]1[C:14]([N:15]2[CH2:19][CH:18]([C:20]([OH:22])=O)[N:17]([CH3:23])[C:16]2=[O:24])=[CH:13][CH:12]=[CH:11][N:10]=1.C(N1CCOCC1)C.O.ON1C2C=CC=CC=2N=N1.Cl.C(N=C=NCCCN(C)C)C.[Cl:56][C:57]1[CH:62]=[C:61]([Cl:63])[CH:60]=[CH:59][C:58]=1[CH2:64][NH2:65]. The catalyst is ClCCl. The product is [Cl:56][C:57]1[CH:62]=[C:61]([Cl:63])[CH:60]=[CH:59][C:58]=1[CH2:64][NH:65][C:20]([CH:18]1[CH2:19][N:15]([C:14]2[C:9]([F:8])=[N:10][CH:11]=[CH:12][CH:13]=2)[C:16](=[O:24])[N:17]1[CH3:23])=[O:22]. The yield is 0.405. (3) The reactants are C(OC([N:8]1[CH2:12][CH2:11][CH2:10][C@@H:9]1[CH2:13][O:14][C:15]1[CH:20]=[CH:19][C:18]([NH:21][C:22]2[CH:27]=[CH:26][CH:25]=[CH:24][CH:23]=2)=[CH:17][CH:16]=1)=O)(C)(C)C.Cl. The catalyst is O1CCOCC1. The product is [C:22]1([NH:21][C:18]2[CH:19]=[CH:20][C:15]([O:14][CH2:13][C@H:9]3[CH2:10][CH2:11][CH2:12][NH:8]3)=[CH:16][CH:17]=2)[CH:23]=[CH:24][CH:25]=[CH:26][CH:27]=1. The yield is 0.720. (4) The reactants are [OH:1][C:2]1([CH:8]([C:12]2[CH:17]=[CH:16][CH:15]=[CH:14][CH:13]=2)C(O)=O)[CH2:7][CH2:6][CH2:5][CH2:4][CH2:3]1.C1(P([N:32]=[N+]=[N-])(C2C=CC=CC=2)=O)C=CC=CC=1.CCO[C:38](C)=[O:39]. The catalyst is C1(C)C=CC=CC=1.CCCCCC. The product is [C:12]1([CH:8]2[C:2]3([CH2:3][CH2:4][CH2:5][CH2:6][CH2:7]3)[O:1][C:38](=[O:39])[NH:32]2)[CH:13]=[CH:14][CH:15]=[CH:16][CH:17]=1. The yield is 0.310.